From a dataset of Forward reaction prediction with 1.9M reactions from USPTO patents (1976-2016). Predict the product of the given reaction. (1) Given the reactants [F:1][C:2]1[CH:3]=[CH:4][C:5]([O:12][CH2:13][CH2:14][C:15]2[CH:20]=[CH:19][C:18]([C:21]([F:24])([F:23])[F:22])=[CH:17][CH:16]=2)=[C:6]([CH:11]=1)[C:7](OC)=[O:8].[H-].[Al+3].[Li+].[H-].[H-].[H-].Cl, predict the reaction product. The product is: [F:1][C:2]1[CH:3]=[CH:4][C:5]([O:12][CH2:13][CH2:14][C:15]2[CH:20]=[CH:19][C:18]([C:21]([F:22])([F:23])[F:24])=[CH:17][CH:16]=2)=[C:6]([CH:11]=1)[CH2:7][OH:8]. (2) Given the reactants [C:1]([O:5][C:6](=[O:30])[N:7]([C:9]1[CH:14]=[CH:13][C:12]([CH:15]=[CH:16][C:17]2[CH:22]=[CH:21][C:20]([O:23][CH2:24][CH2:25][O:26][CH2:27][CH2:28][OH:29])=[CH:19][CH:18]=2)=[CH:11][CH:10]=1)[CH3:8])([CH3:4])([CH3:3])[CH3:2].C(N(CC)CC)C.[CH3:38][S:39](Cl)(=[O:41])=[O:40], predict the reaction product. The product is: [C:1]([O:5][C:6]([N:7]([CH3:8])[C:9]1[CH:14]=[CH:13][C:12]([CH:15]=[CH:16][C:17]2[CH:18]=[CH:19][C:20]([O:23][CH2:24][CH2:25][O:26][CH2:27][CH2:28][O:29][S:39]([CH3:38])(=[O:41])=[O:40])=[CH:21][CH:22]=2)=[CH:11][CH:10]=1)=[O:30])([CH3:3])([CH3:2])[CH3:4].